This data is from CYP2D6 inhibition data for predicting drug metabolism from PubChem BioAssay. The task is: Regression/Classification. Given a drug SMILES string, predict its absorption, distribution, metabolism, or excretion properties. Task type varies by dataset: regression for continuous measurements (e.g., permeability, clearance, half-life) or binary classification for categorical outcomes (e.g., BBB penetration, CYP inhibition). Dataset: cyp2d6_veith. (1) The drug is N#Cc1ccccc1Sc1ccccc1N. The result is 0 (non-inhibitor). (2) The molecule is CCCCNC(=O)CC(=O)Nc1ccccc1C(=O)O. The result is 0 (non-inhibitor). (3) The drug is COC(=O)c1ccccc1N/C=C1\CCc2c(c(C)nn2-c2ccccn2)C1=O. The result is 0 (non-inhibitor). (4) The compound is FC(F)(F)c1nc2ccccc2nc1N/N=C/c1ccc(Cl)cc1. The result is 1 (inhibitor). (5) The molecule is Cc1ccc2c(c1)N(CC(=O)NCc1cccs1)C(=O)C(C)O2. The result is 1 (inhibitor). (6) The compound is Cc1cccc(Nc2ccncc2S(=O)(=O)NC(=O)NC(C)C)c1. The result is 0 (non-inhibitor).